Dataset: Full USPTO retrosynthesis dataset with 1.9M reactions from patents (1976-2016). Task: Predict the reactants needed to synthesize the given product. (1) Given the product [C:1]([O:4][CH:5]1[C:9]2=[N:10][CH:11]=[C:12]([NH:28][C:42]([C:40]3[N:41]=[C:37]([C:31]4[C:30]([F:29])=[CH:35][CH:34]=[CH:33][C:32]=4[F:36])[S:38][CH:39]=3)=[O:43])[C:13]([N:14]3[CH2:19][CH2:18][CH2:17][C@H:16]([NH:20][C:21]([O:23][C:24]([CH3:27])([CH3:26])[CH3:25])=[O:22])[CH2:15]3)=[C:8]2[CH2:7][CH2:6]1)(=[O:3])[CH3:2], predict the reactants needed to synthesize it. The reactants are: [C:1]([O:4][CH:5]1[C:9]2=[N:10][CH:11]=[C:12]([NH2:28])[C:13]([N:14]3[CH2:19][CH2:18][CH2:17][C@H:16]([NH:20][C:21]([O:23][C:24]([CH3:27])([CH3:26])[CH3:25])=[O:22])[CH2:15]3)=[C:8]2[CH2:7][CH2:6]1)(=[O:3])[CH3:2].[F:29][C:30]1[CH:35]=[CH:34][CH:33]=[C:32]([F:36])[C:31]=1[C:37]1[S:38][CH:39]=[C:40]([C:42](O)=[O:43])[N:41]=1.CN(C(ON1N=NC2C=CC=NC1=2)=[N+](C)C)C.F[P-](F)(F)(F)(F)F.CCN(C(C)C)C(C)C. (2) Given the product [Br:1][C:2]1[CH:3]=[C:4]2[C:9](=[CH:10][C:11]=1[O:12][CH3:16])[O:8][C:7]([CH3:13])([CH3:14])[CH2:6][C:5]2=[O:15], predict the reactants needed to synthesize it. The reactants are: [Br:1][C:2]1[CH:3]=[C:4]2[C:9](=[CH:10][C:11]=1[OH:12])[O:8][C:7]([CH3:14])([CH3:13])[CH2:6][C:5]2=[O:15].[C:16](=O)([O-])[O-].[K+].[K+].IC.O. (3) Given the product [F:3][C:4]1[CH:9]=[CH:8][C:7]([C:10](=[O:21])[CH2:11][CH2:12][CH2:13][N:14]2[CH2:15][CH2:16][N:17]([CH3:20])[CH2:18][CH2:19]2)=[CH:6][CH:5]=1, predict the reactants needed to synthesize it. The reactants are: Cl.Cl.[F:3][C:4]1[CH:9]=[CH:8][C:7]([C:10](=[O:21])[CH2:11][CH2:12][CH2:13][N:14]2[CH2:19][CH2:18][N:17]([CH3:20])[CH2:16][CH2:15]2)=[CH:6][CH:5]=1.[OH-].[Na+]. (4) Given the product [Br:1][C:2]1[CH:7]=[CH:6][CH:5]=[CH:4][C:3]=1[O:16][CH2:15][CH:12]1[CH2:13][CH2:14][S:9][CH2:10][CH2:11]1, predict the reactants needed to synthesize it. The reactants are: [Br:1][C:2]1[CH:7]=[CH:6][CH:5]=[CH:4][C:3]=1F.[S:9]1[CH2:14][CH2:13][CH:12]([CH2:15][OH:16])[CH2:11][CH2:10]1.[H-].[Na+]. (5) Given the product [Cl:3][C:4]1[CH:5]=[CH:6][C:7]([O:16][CH3:17])=[C:8]([C:10]#[CH:11])[CH:9]=1, predict the reactants needed to synthesize it. The reactants are: [OH-].[K+].[Cl:3][C:4]1[CH:5]=[CH:6][C:7]([O:16][CH3:17])=[C:8]([C:10]#[C:11][Si](C)(C)C)[CH:9]=1. (6) Given the product [OH:1][C:2]1[C:7]([N+:8]([O-:10])=[O:9])=[CH:6][C:5]([CH2:11][C:12]([O:14][CH3:21])=[O:13])=[CH:4][C:3]=1[I:15], predict the reactants needed to synthesize it. The reactants are: [OH:1][C:2]1[C:7]([N+:8]([O-:10])=[O:9])=[CH:6][C:5]([CH2:11][C:12]([OH:14])=[O:13])=[CH:4][C:3]=1[I:15].OS(O)(=O)=O.[CH2:21]1COCC1. (7) Given the product [ClH:26].[F:2][C:3]1[CH:8]=[CH:7][C:6]([NH:9][C:10]2[CH:15]=[CH:14][N:13]=[C:12]([NH:16][C:17]3[CH:22]=[CH:21][C:20]([S:23]([N:40]([CH:41]4[CH2:42][CH2:43][N:44]([CH3:47])[CH2:45][CH2:46]4)[CH2:39][C@H:35]4[CH2:36][CH2:37][CH2:38][NH:34]4)(=[O:25])=[O:24])=[CH:19][CH:18]=3)[N:11]=2)=[CH:5][CH:4]=1, predict the reactants needed to synthesize it. The reactants are: Cl.[F:2][C:3]1[CH:8]=[CH:7][C:6]([NH:9][C:10]2[CH:15]=[CH:14][N:13]=[C:12]([NH:16][C:17]3[CH:22]=[CH:21][C:20]([S:23]([Cl:26])(=[O:25])=[O:24])=[CH:19][CH:18]=3)[N:11]=2)=[CH:5][CH:4]=1.C(OC([N:34]1[CH2:38][CH2:37][CH2:36][CH:35]1[CH2:39][NH:40][CH:41]1[CH2:46][CH2:45][N:44]([CH3:47])[CH2:43][CH2:42]1)=O)(C)(C)C. (8) Given the product [C:15]([C:3]1[C:2]([F:1])=[CH:11][CH:10]=[C:9]([CH3:12])[C:4]=1[C:5]([O:7][CH3:8])=[O:6])#[N:16], predict the reactants needed to synthesize it. The reactants are: [F:1][C:2]1[C:3](I)=[C:4]([C:9]([CH3:12])=[CH:10][CH:11]=1)[C:5]([O:7][CH3:8])=[O:6].[Cu][C:15]#[N:16].CCCCCC.C(OCC)(=O)C.